Task: Predict the product of the given reaction.. Dataset: Forward reaction prediction with 1.9M reactions from USPTO patents (1976-2016) (1) Given the reactants Br[CH2:2][CH:3]([N:10]1[C:14]2[CH:15]=[C:16]([F:20])[C:17]([F:19])=[CH:18][C:13]=2[N:12]=[C:11]1[C:21]1[CH:26]=[CH:25][C:24]([Cl:27])=[CH:23][CH:22]=1)[CH:4]1[CH2:9][CH2:8][CH2:7][CH2:6][CH2:5]1.[OH:28][C:29]1[CH:34]=[CH:33][N:32]=[CH:31][CH:30]=1, predict the reaction product. The product is: [Cl:27][C:24]1[CH:25]=[CH:26][C:21]([C:11]2[N:10]([CH:3]([CH:4]3[CH2:9][CH2:8][CH2:7][CH2:6][CH2:5]3)[CH2:2][O:28][C:29]3[CH:34]=[CH:33][N:32]=[CH:31][CH:30]=3)[C:14]3[CH:15]=[C:16]([F:20])[C:17]([F:19])=[CH:18][C:13]=3[N:12]=2)=[CH:22][CH:23]=1. (2) The product is: [CH2:1]([O:8][C:9]([N:11]1[CH:15]([C:16](=[O:18])[NH:65][C:62]2[CH:63]=[CH:64][C:59]([Br:58])=[CH:60][C:61]=2[NH2:66])[CH2:14][S:13][C@H:12]1[C:19]1[CH:20]=[CH:21][N:22]=[CH:23][CH:24]=1)=[O:10])[C:2]1[CH:7]=[CH:6][CH:5]=[CH:4][CH:3]=1. Given the reactants [CH2:1]([O:8][C:9]([N:11]1[CH:15]([C:16]([OH:18])=O)[CH2:14][S:13][CH:12]1[C:19]1[CH:24]=[CH:23][N:22]=[CH:21][CH:20]=1)=[O:10])[C:2]1[CH:7]=[CH:6][CH:5]=[CH:4][CH:3]=1.C1CN([P+](Br)(N2CCCC2)N2CCCC2)CC1.F[P-](F)(F)(F)(F)F.CCN(C(C)C)C(C)C.[Br:58][C:59]1[CH:60]=[C:61]([NH2:66])[C:62]([NH2:65])=[CH:63][CH:64]=1, predict the reaction product. (3) Given the reactants [C:1]([N:4]1[C:13]2[C:8](=[CH:9][C:10]([NH:14][C:15](=[O:28])[C:16]3[CH:21]=[CH:20][C:19]([C:22]4[CH:27]=[CH:26][CH:25]=[CH:24][CH:23]=4)=[CH:18][CH:17]=3)=[CH:11][CH:12]=2)[C:7]([C:30]2[CH:35]=[CH:34][C:33]([O:36]C)=[CH:32][CH:31]=2)([CH3:29])[CH2:6][C:5]1([CH3:39])[CH3:38])(=[O:3])[CH3:2].B(Br)(Br)Br.[OH-].[Na+].Cl, predict the reaction product. The product is: [C:1]([N:4]1[C:13]2[C:8](=[CH:9][C:10]([NH:14][C:15](=[O:28])[C:16]3[CH:21]=[CH:20][C:19]([C:22]4[CH:27]=[CH:26][CH:25]=[CH:24][CH:23]=4)=[CH:18][CH:17]=3)=[CH:11][CH:12]=2)[C:7]([C:30]2[CH:31]=[CH:32][C:33]([OH:36])=[CH:34][CH:35]=2)([CH3:29])[CH2:6][C:5]1([CH3:39])[CH3:38])(=[O:3])[CH3:2]. (4) The product is: [N:44]1([C:12]2[C:11]([CH2:10][C:9]3[CH:8]=[CH:7][C:6]([N:1]4[CH:5]=[CH:4][CH:3]=[N:2]4)=[CH:43][CH:42]=3)=[C:20]([Cl:21])[C:19]3[C:14](=[C:15]([CH3:40])[CH:16]=[C:17]([C:22]([C:34]4[N:38]([CH3:39])[CH:37]=[N:36][CH:35]=4)([C:24]4[CH:25]=[N:26][C:27]([C:30]([F:33])([F:32])[F:31])=[CH:28][CH:29]=4)[OH:23])[CH:18]=3)[N:13]=2)[CH2:47][CH2:46][CH2:45]1. Given the reactants [N:1]1([C:6]2[CH:43]=[CH:42][C:9]([CH2:10][C:11]3[C:12](Cl)=[N:13][C:14]4[C:19]([C:20]=3[Cl:21])=[CH:18][C:17]([C:22]([C:34]3[N:38]([CH3:39])[CH:37]=[N:36][CH:35]=3)([C:24]3[CH:25]=[N:26][C:27]([C:30]([F:33])([F:32])[F:31])=[CH:28][CH:29]=3)[OH:23])=[CH:16][C:15]=4[CH3:40])=[CH:8][CH:7]=2)[CH:5]=[CH:4][CH:3]=[N:2]1.[NH:44]1[CH2:47][CH2:46][CH2:45]1, predict the reaction product. (5) Given the reactants [CH3:1][O:2][C:3](=[O:24])[C:4]1[CH:9]=[C:8]([C:10]2[CH:15]=[CH:14][C:13]([CH3:16])=[CH:12][N:11]=2)[CH:7]=[C:6]([N:17]=[C:18](Cl)[C:19]([F:22])([F:21])[CH3:20])[CH:5]=1.[N-:25]=[N+:26]=[N-:27].[Na+], predict the reaction product. The product is: [CH3:1][O:2][C:3](=[O:24])[C:4]1[CH:9]=[C:8]([C:10]2[CH:15]=[CH:14][C:13]([CH3:16])=[CH:12][N:11]=2)[CH:7]=[C:6]([N:17]2[C:18]([C:19]([F:22])([F:21])[CH3:20])=[N:27][N:26]=[N:25]2)[CH:5]=1. (6) Given the reactants [CH3:1][O:2][C:3]1[CH:4]=[C:5]([C:9]([C:11]2[C:19]3[C:14](=[C:15]([C:20]([F:23])([F:22])[F:21])[CH:16]=[CH:17][CH:18]=3)[NH:13][N:12]=2)=[O:10])[CH:6]=[CH:7][CH:8]=1.[H-].[Na+].I[CH2:27][CH2:28][CH3:29], predict the reaction product. The product is: [CH3:1][O:2][C:3]1[CH:4]=[C:5]([C:9]([C:11]2[C:19]3[C:14](=[C:15]([C:20]([F:23])([F:21])[F:22])[CH:16]=[CH:17][CH:18]=3)[N:13]([CH2:27][CH2:28][CH3:29])[N:12]=2)=[O:10])[CH:6]=[CH:7][CH:8]=1. (7) Given the reactants [NH2:1][C:2]1[S:6][C:5]([C:7]([O:9][C:10]([CH3:13])([CH3:12])[CH3:11])=[O:8])=[C:4]([CH3:14])[C:3]=1[C:15]([N:17]1[CH2:22][CH2:21][CH:20]([N:23]2[CH2:35][CH2:34][CH2:33][C:25]3([C:29](=[O:30])[O:28][C:27]([CH3:32])([CH3:31])[CH2:26]3)[CH2:24]2)[CH2:19][CH2:18]1)=[O:16].[CH2:36]([N:38]=[C:39]=[O:40])[CH3:37].C(OC(C)C)(C)C, predict the reaction product. The product is: [CH3:31][C:27]1([CH3:32])[CH2:26][C:25]2([CH2:33][CH2:34][CH2:35][N:23]([CH:20]3[CH2:21][CH2:22][N:17]([C:15]([C:3]4[C:4]([CH3:14])=[C:5]([C:7]([O:9][C:10]([CH3:13])([CH3:12])[CH3:11])=[O:8])[S:6][C:2]=4[NH:1][C:39]([NH:38][CH2:36][CH3:37])=[O:40])=[O:16])[CH2:18][CH2:19]3)[CH2:24]2)[C:29](=[O:30])[O:28]1.